Dataset: Full USPTO retrosynthesis dataset with 1.9M reactions from patents (1976-2016). Task: Predict the reactants needed to synthesize the given product. Given the product [CH:13]([C:17]1[C:18]([Cl:34])=[N:19][C:20]([N:8]2[CH:12]=[CH:11][CH:10]=[N:9]2)=[N:21][C:22]=1[N:23]1[CH2:28][CH2:27][CH:26]([CH3:29])[CH2:25][CH2:24]1)([CH2:15][CH3:16])[CH3:14], predict the reactants needed to synthesize it. The reactants are: [H-].[Na+].CN(C)C=O.[NH:8]1[CH:12]=[CH:11][CH:10]=[N:9]1.[CH:13]([C:17]1[C:18]([Cl:34])=[N:19][C:20](S(C)(=O)=O)=[N:21][C:22]=1[N:23]1[CH2:28][CH2:27][CH:26]([CH3:29])[CH2:25][CH2:24]1)([CH2:15][CH3:16])[CH3:14].